This data is from Experimentally validated miRNA-target interactions with 360,000+ pairs, plus equal number of negative samples. The task is: Binary Classification. Given a miRNA mature sequence and a target amino acid sequence, predict their likelihood of interaction. (1) The miRNA is hsa-miR-105-5p with sequence UCAAAUGCUCAGACUCCUGUGGU. The protein sequence of the target gene is MVVFVGRRLPALLGLFKKKGSAKAENDKHLSVGPGQGPGSAVDEHQDNVFFPSGRPPHLEELHTQAQEGLRSLQHQEKQKLNKGGWDHGDTQSIQSSRTGPDEDNISFCSQTTSYVAESSTAEDALSIRSEMIQRKGSTFRPHDSFPKSGKSGRRRRERRSTVLGLPQHVQKELGLRNEREAPGTPRAPGARDAVRIPTVDGRPRGTSGMGARVSLQALEAEAEAGAETEAMLQRHIDRVYRDDTFVGRSTGTRAPPLTRPMSLAVPGLTGGAGPAEPLSPAMSISPQATYLSKLIPHAV.... Result: 0 (no interaction). (2) The miRNA is mmu-miR-882 with sequence AGGAGAGAGUUAGCGCAUUAGU. The protein sequence of the target gene is MSSAPNGRKKRPSRSTRSSIFQISKPPLQSGDWERRGSGSESAHKTQRALDDCKMLVQEFNTQVALYRELVISIGDVSVSCPSLRAEMHKTRTKGCEMARQAHQKLAAISGPEDGEIHPEICRLYIQLQCCLEMYTTEMLKSICLLGSLQFHRKGKEASGGAKNLDSKIEENAETPALEDSLSSPLESQQQCWQVATDIENTERDMREMKNLLSKLRETMPLPLKNQDDSSLLNLTPYPMVRRRKRRFFGLCCLVSS. Result: 0 (no interaction). (3) The miRNA is hsa-miR-548m with sequence CAAAGGUAUUUGUGGUUUUUG. The protein sequence of the target gene is MVWKKLGSRNFSSCPSGSIQWIWDVLGECAQDGWDEASVGLGLISILCFAASTFPQFIKAYKTGNMDQALSLWFLLGWIGGDSCNLIGSFLADQLPLQTYTAVYYVLADLVMLTLYFYYKFRTRPSLLSAPINSVLLFLMGMACATPLLSAAGPVAAPREAFRGRALLSVESGSKPFTRQEVIGFVIGSISSVLYLLSRLPQIRTNFLRKSTQGISYSLFALVMLGNTLYGLSVLLKNPEEGQSEGSYLLHHLPWLVGSLGVLLLDTIISIQFLVYRRSTAASELEPLLPS. Result: 0 (no interaction). (4) The protein sequence of the target gene is MALSVDSSWHRWQWRVRDGFPHCPSETTPLLSPEKGRQSYNLTQQRVVFPNNSIFHQDWEEVSRRYPGNRTCTTKYTLFTFLPRNLFEQFHRWANLYFLFLVILNWMPSMEVFHREITMLPLAIVLFVIMIKDGMEDFKRHRFDKAINCSNIRIYERKEQTYVQKCWKDVRVGDFIQMKCNEIVPADILLLFSSDPNGICHLETASLDGETNLKQRCVVKGFSQQEVQFEPELFHNTIVCEKPNNHLNKFKGYMEHPDQTRTGFGCESLLLRGCTIRNTEMAVGIVIYAGHETKAMLNNS.... Result: 0 (no interaction). The miRNA is rno-miR-139-5p with sequence UCUACAGUGCACGUGUCUCCAG. (5) The miRNA is mmu-miR-452-5p with sequence UGUUUGCAGAGGAAACUGAGAC. The protein sequence of the target gene is MRLLTRRAGHGAATLALRVIHMQRVPVLRLPAILDMERKIPSRESPRRLSAKPGRGTEMKKLARPLGVVAADSDKDSGFSDGSSECLSSAEQMESEDMLSALGCKREDKRRQPSKAADTALPTLPPMVVMKSVLVKQGSSSSQLQSWTVQPSFEVISAQPQLFVLHPPVPSPVSSCQTGEKKSESRNYLPILNSYTKIAPHPGKRGLNSEDRGTSGVSKKLCTERPGPSLSSSEPAKTGRVLSSPSTPAPPSSKLTEDSTLQGVPSLGAGGSPQTLQPVSSSHVAKAPSLTLASPASPVC.... Result: 0 (no interaction). (6) The miRNA is hsa-miR-718 with sequence CUUCCGCCCCGCCGGGCGUCG. The protein sequence of the target gene is MDYYYCPSLLKLLRYLWNQLKQCFSRRAPEAKDTDTLVQEADSQYGTWADQHQNGGSFGPESPSPDSSAASVGKQPPGSHLSSYTESTSVEQRDSSRDRRSSSVDRSSSELESTDGPEGPPPSDVCPAQEDDFSFIHQTSVLDSSALKTRVQLSKRSRRRAPISHSLRRSQFSESESRSPLEEESHSTWMFKDSTEEKSPRRDESDEEPPRVERTPVSHPQRMPVFPGMDPAVLKAQLPKRSEVDSPGDSLSWTPQPKSPKSPFHPGVLGSRVLPPSTEKEERSEECSPQWLKELKSKKR.... Result: 0 (no interaction). (7) The miRNA is hsa-miR-6778-5p with sequence AGUGGGAGGACAGGAGGCAGGU. The protein sequence of the target gene is MKLAALLGLCVALSCSSAAAFLVGSAKPVAQPVAALESAAEAGAGTLANPLGTLNPLKLLLSSLGIPVNHLIEGSQKCVAELGPQAVGAVKALKALLGALTVFG. Result: 0 (no interaction). (8) The miRNA is mmu-miR-6715-3p with sequence CCAAACCAGGCGUGCCUGUGG. The protein sequence of the target gene is MKAARFVLRSAGSLNGAGLVPREVEHFSRYSPSPLSMKQLLDFGSENACERTSFAFLRQELPVRLANILKEIDILPTQLVNTSSVQLVKSWYIQSLMDLVEFHEKSPDDQKALSDFVDTLIKVRNRHHNVVPTMAQGIIEYKDACTVDPVTNQNLQYFLDRFYMNRISTRMLMNQHILIFSDSQTGNPSHIGSIDPNCDVVAVVQDAFECSRMLCDQYYLSSPELKLTQVNGKFPDQPIHIVYVPSHLHHMLFELFKNAMRATVEHQENQPSLTPIEVIVVLGKEDLTIKISDRGGGVPL.... Result: 0 (no interaction). (9) The miRNA is mmu-miR-182-5p with sequence UUUGGCAAUGGUAGAACUCACACCG. The protein sequence of the target gene is MNDVAIVKEGWLHKRGEYIKTWRPRYFLLKNDGTFIGYKERPQDVDQRESPLNNFSVAQCQLMKTERPRPNTFIIRCLQWTTVIERTFHVETPEEREEWATAIQTVADGLKRQEEETMDFRSGSPSDNSGAEEMEVSLAKPKHRVTMNEFEYLKLLGKGTFGKVILVKEKATGRYYAMKILKKEVIVAKDEVAHTLTENRVLQNSRHPFLTALKYSFQTHDRLCFVMEYANGGELFFHLSRERVFSEDRARFYGAEIVSALDYLHSEKNVVYRDLKLENLMLDKDGHIKITDFGLCKEGI.... Result: 1 (interaction).